Dataset: Catalyst prediction with 721,799 reactions and 888 catalyst types from USPTO. Task: Predict which catalyst facilitates the given reaction. (1) Reactant: [OH:1][C:2]1[C:11]2[C:6](=[CH:7][CH:8]=[C:9]([C:12]([O:14][CH3:15])=[O:13])[CH:10]=2)[CH:5]=[C:4]([CH3:16])[N:3]=1.[B-](F)(F)(F)[F:18].[B-](F)(F)(F)F.C1[N+]2(CCl)CC[N+](F)(CC2)C1.C(#N)C. Product: [F:18][C:5]1[C:6]2[C:11](=[CH:10][C:9]([C:12]([O:14][CH3:15])=[O:13])=[CH:8][CH:7]=2)[C:2]([OH:1])=[N:3][C:4]=1[CH3:16]. The catalyst class is: 5. (2) Reactant: [C:1]([CH:9]1[C:13](=[O:14])[N:12](C2C=CC=CC=2)[C:11]([C:21]2[CH:26]=[CH:25][CH:24]=[CH:23][CH:22]=2)=[C:10]1[C:27]([O:29]CC)=[O:28])(=O)[C:2]1[CH:7]=[CH:6][CH:5]=[CH:4][CH:3]=1. Product: [C:2]1([C:1]2[O:29][C:27](=[O:28])[C:10]3[C:9]=2[C:13](=[O:14])[N:12]([C:2]2[CH:7]=[CH:6][CH:5]=[CH:4][CH:3]=2)[C:11]=3[C:21]2[CH:22]=[CH:23][CH:24]=[CH:25][CH:26]=2)[CH:3]=[CH:4][CH:5]=[CH:6][CH:7]=1. The catalyst class is: 5. (3) Reactant: [F:1][C:2]1[CH:9]=[C:8]([CH2:10][OH:11])[CH:7]=[CH:6][C:3]=1[C:4]#[N:5].C(N(CC)CC)C. Product: [F:1][C:2]1[CH:9]=[C:8]([CH:10]=[O:11])[CH:7]=[CH:6][C:3]=1[C:4]#[N:5]. The catalyst class is: 583. (4) Reactant: [NH2:1][C:2]1[NH:3][C:4]([CH3:24])=[C:5]([C:20]([O:22][CH3:23])=[O:21])[CH:6]([C:13]2[CH:18]=[CH:17][C:16]([CH3:19])=[CH:15][CH:14]=2)[C:7]=1[C:8]([O:10][CH2:11][CH3:12])=[O:9].C(C1C(=O)C(Cl)=C(Cl)C(=O)C=1C#N)#N. Product: [NH2:1][C:2]1[C:7]([C:8]([O:10][CH2:11][CH3:12])=[O:9])=[C:6]([C:13]2[CH:18]=[CH:17][C:16]([CH3:19])=[CH:15][CH:14]=2)[C:5]([C:20]([O:22][CH3:23])=[O:21])=[C:4]([CH3:24])[N:3]=1. The catalyst class is: 4. (5) Reactant: [CH:1]([N:4]1[C:9](=[O:10])[CH:8]=[CH:7][C:6]([C:11]2[C:12]([C:21]3[CH:26]=[CH:25][CH:24]=[CH:23][CH:22]=3)=[N:13][CH:14]=[C:15]([CH:20]=2)[C:16](OC)=[O:17])=[N:5]1)([CH3:3])[CH3:2].[Li+].[BH4-].O.C(Cl)(Cl)Cl. Product: [OH:17][CH2:16][C:15]1[CH:20]=[C:11]([C:6]2[CH:7]=[CH:8][C:9](=[O:10])[N:4]([CH:1]([CH3:2])[CH3:3])[N:5]=2)[C:12]([C:21]2[CH:22]=[CH:23][CH:24]=[CH:25][CH:26]=2)=[N:13][CH:14]=1. The catalyst class is: 1. (6) Reactant: [CH2:1]([N:3]1[C:7](=[NH:8])/[C:6](=[CH:9]/[C:10]2[CH:15]=[CH:14][C:13]([O:16]CC3C=CC(OC)=CC=3)=[C:12]([O:26][CH3:27])[CH:11]=2)/[NH:5][C:4]1=[O:28])[CH3:2]. Product: [CH2:1]([N:3]1[C:7](=[NH:8])/[C:6](=[CH:9]/[C:10]2[CH:15]=[CH:14][C:13]([OH:16])=[C:12]([O:26][CH3:27])[CH:11]=2)/[NH:5][C:4]1=[O:28])[CH3:2]. The catalyst class is: 55. (7) Reactant: [O:1]1[CH2:5][CH2:4][CH:3]([C:6]([O:8][CH3:9])=[O:7])[CH2:2]1.[Br:10]N1C(=O)CCC1=O.O. Product: [Br:10][C:3]1([C:6]([O:8][CH3:9])=[O:7])[CH2:4][CH2:5][O:1][CH2:2]1. The catalyst class is: 1. (8) Reactant: OC(C(F)(F)F)=O.[F:8][C:9]1[CH:26]=[CH:25][C:12]([CH2:13][C:14]2[C:23]3[C:18](=[CH:19][CH:20]=[CH:21][CH:22]=3)[C:17](=[O:24])[NH:16][N:15]=2)=[CH:11][C:10]=1[C:27]([N:29]1[CH2:34][CH2:33][NH:32][CH2:31][CH2:30]1)=[O:28].[CH3:35][C:36]([CH3:43])([CH3:42])[C:37](=[O:41])[C:38](O)=[O:39].CCN(C(C)C)C(C)C.CN(C(ON1N=NC2C=CC=NC1=2)=[N+](C)C)C.F[P-](F)(F)(F)(F)F. Product: [F:8][C:9]1[CH:26]=[CH:25][C:12]([CH2:13][C:14]2[C:23]3[C:18](=[CH:19][CH:20]=[CH:21][CH:22]=3)[C:17](=[O:24])[NH:16][N:15]=2)=[CH:11][C:10]=1[C:27]([N:29]1[CH2:34][CH2:33][N:32]([C:38](=[O:39])[C:37](=[O:41])[C:36]([CH3:43])([CH3:42])[CH3:35])[CH2:31][CH2:30]1)=[O:28]. The catalyst class is: 3. (9) Reactant: C[O:2][C:3]([C:5]1[CH:13]=[CH:12][C:8]2[N:9]=[CH:10][S:11][C:7]=2[CH:6]=1)=O.ClCCl.[H-].C([Al+]CC(C)C)C(C)C.C(C(C(C([O-])=O)O)O)([O-])=O.[Na+].[K+]. Product: [S:11]1[C:7]2[CH:6]=[C:5]([CH2:3][OH:2])[CH:13]=[CH:12][C:8]=2[N:9]=[CH:10]1. The catalyst class is: 13. (10) Reactant: [CH2:1]([O:3][C:4](=[O:17])[C:5]1[CH:10]=[C:9]([C:11]#[N:12])[CH:8]=[CH:7][C:6]=1[C:13]([F:16])([F:15])[F:14])[CH3:2]. Product: [CH2:1]([O:3][C:4](=[O:17])[C:5]1[CH:10]=[C:9]([CH2:11][NH2:12])[CH:8]=[CH:7][C:6]=1[C:13]([F:15])([F:14])[F:16])[CH3:2]. The catalyst class is: 834.